This data is from Catalyst prediction with 721,799 reactions and 888 catalyst types from USPTO. The task is: Predict which catalyst facilitates the given reaction. Reactant: [Cl:1][C:2]1[CH:7]=[CH:6][C:5]([OH:8])=[CH:4][CH:3]=1.C(=O)([O-])[O-].[K+].[K+].[CH2:15](Br)[CH:16]=[CH2:17]. Product: [Cl:1][C:2]1[CH:7]=[CH:6][C:5]([O:8][CH2:17][CH:16]=[CH2:15])=[CH:4][CH:3]=1. The catalyst class is: 10.